Dataset: Full USPTO retrosynthesis dataset with 1.9M reactions from patents (1976-2016). Task: Predict the reactants needed to synthesize the given product. (1) The reactants are: C[O:2][C:3]([C:5]1[C:14]2[C:9](=[C:10]([NH:15][C:16]([NH:18][CH2:19][C:20]3[CH:25]=[CH:24][C:23]([C:26]([F:29])([F:28])[F:27])=[CH:22][CH:21]=3)=[O:17])[CH:11]=[CH:12][CH:13]=2)[CH:8]=[CH:7][N:6]=1)=O.[BH4-].[Li+]. Given the product [OH:2][CH2:3][C:5]1[C:14]2[C:9](=[C:10]([NH:15][C:16]([NH:18][CH2:19][C:20]3[CH:21]=[CH:22][C:23]([C:26]([F:29])([F:27])[F:28])=[CH:24][CH:25]=3)=[O:17])[CH:11]=[CH:12][CH:13]=2)[CH:8]=[CH:7][N:6]=1, predict the reactants needed to synthesize it. (2) The reactants are: [CH2:1]([C:5]1[CH:10]=[CH:9][C:8]([C:11](=[CH2:15])[CH:12]([OH:14])[CH3:13])=[CH:7][CH:6]=1)[CH2:2][CH2:3][CH3:4]. Given the product [CH2:1]([C:5]1[CH:6]=[CH:7][C:8]([C:11](=[CH2:15])[C:12](=[O:14])[CH3:13])=[CH:9][CH:10]=1)[CH2:2][CH2:3][CH3:4], predict the reactants needed to synthesize it.